This data is from CYP2C19 inhibition data for predicting drug metabolism from PubChem BioAssay. The task is: Regression/Classification. Given a drug SMILES string, predict its absorption, distribution, metabolism, or excretion properties. Task type varies by dataset: regression for continuous measurements (e.g., permeability, clearance, half-life) or binary classification for categorical outcomes (e.g., BBB penetration, CYP inhibition). Dataset: cyp2c19_veith. (1) The compound is Cc1cccc(CNc2cc(-c3c(C)noc3C)ncn2)c1. The result is 1 (inhibitor). (2) The compound is O=C(Oc1ccccc1)N1CCC[C@@]2(CCN(c3ncccn3)C2)C1. The result is 1 (inhibitor). (3) The compound is CSc1nc(Oc2ccc(=O)[nH]n2)nc(N(C)C)n1. The result is 0 (non-inhibitor). (4) The molecule is Br.CC(NC1=NCCCCC1)c1ccccc1. The result is 0 (non-inhibitor).